Dataset: Forward reaction prediction with 1.9M reactions from USPTO patents (1976-2016). Task: Predict the product of the given reaction. Given the reactants C1(CCN2C3C(=CC=CC=3)C(=O)C2=O)CC1.[Br:17][C:18]1[CH:26]=[CH:25][CH:24]=[C:23]2[C:19]=1[C:20](=[O:34])[C:21](=[O:33])[N:22]2[CH2:27][C:28]([O:30][CH2:31][CH3:32])=[O:29].O1C2C=CC(O)=CC=2OC1.[F:45][C:46]1[CH:47]=[C:48]([OH:53])[CH:49]=[CH:50][C:51]=1[F:52], predict the reaction product. The product is: [Br:17][C:18]1[CH:26]=[CH:25][CH:24]=[C:23]2[C:19]=1[C:20]([C:49]1[CH:50]=[C:51]([F:52])[C:46]([F:45])=[CH:47][C:48]=1[OH:53])([OH:34])[C:21](=[O:33])[N:22]2[CH2:27][C:28]([O:30][CH2:31][CH3:32])=[O:29].